Predict the reaction yield, written as a fraction of the theoretical maximum amount of product (1.0 means a 100% yield; for example, 0.34 means a 34% yield). From a dataset of Reaction yield outcomes from USPTO patents with 853,638 reactions. The reactants are [Br:1][C:2]1[CH:3]=[C:4]([CH:6]=[CH:7][C:8]=1[CH3:9])[NH2:5].[OH-].[Na+].[CH3:12][C:13]([CH3:18])=[CH:14][C:15](Cl)=[O:16]. The catalyst is ClCCl.O. The product is [Br:1][C:2]1[CH:3]=[C:4]([NH:5][C:15](=[O:16])[CH:14]=[C:13]([CH3:18])[CH3:12])[CH:6]=[CH:7][C:8]=1[CH3:9]. The yield is 0.970.